Dataset: Catalyst prediction with 721,799 reactions and 888 catalyst types from USPTO. Task: Predict which catalyst facilitates the given reaction. (1) Reactant: [Cl:1][C:2]1[C:3]([C:33]2[C:41]3[C:36](=[CH:37][CH:38]=[CH:39][CH:40]=3)[N:35]([S:42]([C:45]3[CH:50]=[CH:49][CH:48]=[CH:47][CH:46]=3)(=[O:44])=[O:43])[CH:34]=2)=[N:4][C:5]([NH:8][C@@H:9]2[CH2:14][CH2:13][CH2:12][C@H:11]([NH:15][C:16](=[O:32])[C:17]3[CH:22]=[CH:21][C:20]([N+:23]([O-])=O)=[CH:19][C:18]=3[N:26]3[CH2:31][CH2:30][O:29][CH2:28][CH2:27]3)[CH2:10]2)=[N:6][CH:7]=1.CO.C1COCC1.[BH4-].[Na+].CCOC(C)=O. Product: [NH2:23][C:20]1[CH:21]=[CH:22][C:17]([C:16]([NH:15][C@H:11]2[CH2:12][CH2:13][CH2:14][C@@H:9]([NH:8][C:5]3[N:4]=[C:3]([C:33]4[C:41]5[C:36](=[CH:37][CH:38]=[CH:39][CH:40]=5)[N:35]([S:42]([C:45]5[CH:50]=[CH:49][CH:48]=[CH:47][CH:46]=5)(=[O:44])=[O:43])[CH:34]=4)[C:2]([Cl:1])=[CH:7][N:6]=3)[CH2:10]2)=[O:32])=[C:18]([N:26]2[CH2:31][CH2:30][O:29][CH2:28][CH2:27]2)[CH:19]=1. The catalyst class is: 6. (2) Reactant: [C:1]1([CH2:7][CH2:8][C:9]#[N:10])[CH:6]=[CH:5][CH:4]=[CH:3][CH:2]=1.[H-].[Na+].[CH:13](OCC)=[O:14]. Product: [CH2:7]([CH:8]([CH:13]=[O:14])[C:9]#[N:10])[C:1]1[CH:6]=[CH:5][CH:4]=[CH:3][CH:2]=1. The catalyst class is: 1.